Task: Binary Classification. Given a drug SMILES string, predict its activity (active/inactive) in a high-throughput screening assay against a specified biological target.. Dataset: HIV replication inhibition screening data with 41,000+ compounds from the AIDS Antiviral Screen (1) The molecule is CCCCC1c2c([nH]c3ccccc23)C2C(=O)N(c3ccc(OC)cc3)C(=O)C2C1CCC. The result is 0 (inactive). (2) The molecule is Cc1nnc2n1N=C(CC(=O)c1ccc(O)cc1O)CN2N. The result is 0 (inactive). (3) The result is 0 (inactive). The molecule is CCCCCC1=C(c2ccc(OC)c(S(=O)(=O)N(C)C)c2)c2cc(S(=O)(=O)N(C)C)c(OC)cc2S1(=O)=O. (4) The molecule is COC(=O)CCN(CCC(=O)OC)C1CC1. The result is 0 (inactive).